This data is from CYP2D6 inhibition data for predicting drug metabolism from PubChem BioAssay. The task is: Regression/Classification. Given a drug SMILES string, predict its absorption, distribution, metabolism, or excretion properties. Task type varies by dataset: regression for continuous measurements (e.g., permeability, clearance, half-life) or binary classification for categorical outcomes (e.g., BBB penetration, CYP inhibition). Dataset: cyp2d6_veith. (1) The drug is COc1ccccc1CN1CCC2(CC1)CCN(C(=O)c1cc(C(F)(F)F)cc(C(F)(F)F)c1)CC2. The result is 0 (non-inhibitor). (2) The compound is NC(N)=Nc1ccc2[nH]c3c(c2c1)C[C@]1(O)[C@@H]2Cc4ccc(O)c5c4[C@]1(CCN2CC1CC1)[C@@H]3O5. The result is 0 (non-inhibitor). (3) The drug is Cc1cc(C)c(C#N)c(SCc2cc3c(cc2Cl)OCO3)n1. The result is 1 (inhibitor). (4) The drug is CN(C)C[C@@H](O)c1ccc(Cl)c2ccccc12.Cc1ccc(S(=O)(=O)O)cc1. The result is 0 (non-inhibitor). (5) The molecule is CCN1CNC(=S)N(c2cc(C)ccc2C)C1. The result is 0 (non-inhibitor).